From a dataset of Full USPTO retrosynthesis dataset with 1.9M reactions from patents (1976-2016). Predict the reactants needed to synthesize the given product. (1) Given the product [C:30]([C:29]1[C:19]([N:17]2[CH2:16][CH:15]([C:13]([OH:14])=[O:12])[CH2:18]2)=[N:20][C:21]([O:32][CH3:33])=[C:22]([C:23]([O:25][CH2:26][CH3:27])=[O:24])[CH:28]=1)#[N:31], predict the reactants needed to synthesize it. The reactants are: C(O)(C(F)(F)F)=O.C([O:12][C:13]([CH:15]1[CH2:18][N:17]([C:19]2[C:29]([C:30]#[N:31])=[CH:28][C:22]([C:23]([O:25][CH2:26][CH3:27])=[O:24])=[C:21]([O:32][CH3:33])[N:20]=2)[CH2:16]1)=[O:14])(C)(C)C. (2) Given the product [CH3:20][C:10]1[CH:9]=[C:8]([OH:7])[CH:13]=[C:12]([C:14]2[CH:19]=[CH:18][CH:17]=[CH:16][CH:15]=2)[CH:11]=1, predict the reactants needed to synthesize it. The reactants are: I[Si](C)(C)C.C[O:7][C:8]1[CH:9]=[C:10]([CH3:20])[CH:11]=[C:12]([C:14]2[CH:19]=[CH:18][CH:17]=[CH:16][CH:15]=2)[CH:13]=1. (3) Given the product [F:22][C:7]1[CH:6]=[CH:5][CH:4]=[CH:3][C:2]=1[CH2:1][C:8]1([OH:21])[CH2:9][CH2:10][N:11]([C:14]2[N:15]=[N:16][C:17]([I:20])=[CH:18][CH:19]=2)[CH2:12][CH2:13]1, predict the reactants needed to synthesize it. The reactants are: [CH2:1]([C:8]1([OH:21])[CH2:13][CH2:12][N:11]([C:14]2[N:15]=[N:16][C:17]([I:20])=[CH:18][CH:19]=2)[CH2:10][CH2:9]1)[C:2]1[CH:7]=[CH:6][CH:5]=[CH:4][CH:3]=1.[F:22]C1C=CC=CC=1C[Mg]Br.O=C1CCN(C(OC(C)(C)C)=O)CC1.IC1N=NC(I)=CC=1. (4) Given the product [Cl:1][C:2]1[CH:3]=[C:4]([N:8]2[C:13](=[O:14])[C:12]([CH2:15][CH2:16][CH:17]([CH3:19])[CH3:18])=[C:11]([C:20]3[CH:25]=[CH:24][C:23]([S:26]([NH2:30])(=[O:28])=[O:27])=[CH:22][CH:21]=3)[CH:10]=[N:9]2)[CH:5]=[CH:6][CH:7]=1, predict the reactants needed to synthesize it. The reactants are: [Cl:1][C:2]1[CH:3]=[C:4]([N:8]2[C:13](=[O:14])[C:12]([CH2:15][CH2:16][CH:17]([CH3:19])[CH3:18])=[C:11]([C:20]3[CH:25]=[CH:24][C:23]([S:26](C)(=[O:28])=[O:27])=[CH:22][CH:21]=3)[CH:10]=[N:9]2)[CH:5]=[CH:6][CH:7]=1.[NH3:30]. (5) Given the product [Si:1]([O:18][CH2:19][C:20]1[C:21]([O:33][CH2:34][CH:35]2[CH2:37][CH2:36]2)=[CH:22][C:23]([OH:29])=[C:24]([C:26](=[O:28])[CH3:27])[CH:25]=1)([C:14]([CH3:17])([CH3:16])[CH3:15])([C:8]1[CH:9]=[CH:10][CH:11]=[CH:12][CH:13]=1)[C:2]1[CH:7]=[CH:6][CH:5]=[CH:4][CH:3]=1, predict the reactants needed to synthesize it. The reactants are: [Si:1]([O:18][CH2:19][C:20]1[C:21]([O:33][CH2:34][CH:35]2[CH2:37][CH2:36]2)=[CH:22][C:23]([O:29]COC)=[C:24]([C:26](=[O:28])[CH3:27])[CH:25]=1)([C:14]([CH3:17])([CH3:16])[CH3:15])([C:8]1[CH:13]=[CH:12][CH:11]=[CH:10][CH:9]=1)[C:2]1[CH:7]=[CH:6][CH:5]=[CH:4][CH:3]=1.Cl. (6) The reactants are: [Br:1][C:2]1[CH:3]=[C:4]([CH3:8])[CH:5]=[CH:6][CH:7]=1.[Br:9]N1C(=O)CCC1=O. Given the product [Br:1][C:2]1[CH:7]=[CH:6][CH:5]=[C:4]([CH2:8][Br:9])[CH:3]=1, predict the reactants needed to synthesize it.